Dataset: NCI-60 drug combinations with 297,098 pairs across 59 cell lines. Task: Regression. Given two drug SMILES strings and cell line genomic features, predict the synergy score measuring deviation from expected non-interaction effect. (1) Drug 1: CC1CCC2CC(C(=CC=CC=CC(CC(C(=O)C(C(C(=CC(C(=O)CC(OC(=O)C3CCCCN3C(=O)C(=O)C1(O2)O)C(C)CC4CCC(C(C4)OC)OCCO)C)C)O)OC)C)C)C)OC. Drug 2: CC12CCC3C(C1CCC2O)C(CC4=C3C=CC(=C4)O)CCCCCCCCCS(=O)CCCC(C(F)(F)F)(F)F. Cell line: OVCAR-8. Synergy scores: CSS=24.6, Synergy_ZIP=10.5, Synergy_Bliss=12.4, Synergy_Loewe=-3.26, Synergy_HSA=8.29. (2) Drug 1: C(CCl)NC(=O)N(CCCl)N=O. Drug 2: CC12CCC3C(C1CCC2OP(=O)(O)O)CCC4=C3C=CC(=C4)OC(=O)N(CCCl)CCCl.[Na+]. Cell line: HCT-15. Synergy scores: CSS=14.1, Synergy_ZIP=-5.45, Synergy_Bliss=2.05, Synergy_Loewe=-4.64, Synergy_HSA=-3.85. (3) Drug 2: CCC1(CC2CC(C3=C(CCN(C2)C1)C4=CC=CC=C4N3)(C5=C(C=C6C(=C5)C78CCN9C7C(C=CC9)(C(C(C8N6C=O)(C(=O)OC)O)OC(=O)C)CC)OC)C(=O)OC)O.OS(=O)(=O)O. Synergy scores: CSS=54.4, Synergy_ZIP=6.46, Synergy_Bliss=7.34, Synergy_Loewe=-12.0, Synergy_HSA=4.30. Drug 1: CCC1=CC2CC(C3=C(CN(C2)C1)C4=CC=CC=C4N3)(C5=C(C=C6C(=C5)C78CCN9C7C(C=CC9)(C(C(C8N6C)(C(=O)OC)O)OC(=O)C)CC)OC)C(=O)OC.C(C(C(=O)O)O)(C(=O)O)O. Cell line: RPMI-8226. (4) Drug 1: C1=NC2=C(N1)C(=S)N=C(N2)N. Drug 2: CC12CCC3C(C1CCC2OP(=O)(O)O)CCC4=C3C=CC(=C4)OC(=O)N(CCCl)CCCl.[Na+]. Cell line: UACC62. Synergy scores: CSS=33.5, Synergy_ZIP=-6.68, Synergy_Bliss=-7.17, Synergy_Loewe=-20.5, Synergy_HSA=-4.29. (5) Synergy scores: CSS=-0.938, Synergy_ZIP=4.11, Synergy_Bliss=8.97, Synergy_Loewe=-13.5, Synergy_HSA=-2.03. Drug 1: CC1=CC=C(C=C1)C2=CC(=NN2C3=CC=C(C=C3)S(=O)(=O)N)C(F)(F)F. Drug 2: C1=CC=C(C=C1)NC(=O)CCCCCCC(=O)NO. Cell line: OVCAR3. (6) Drug 1: CC1C(C(CC(O1)OC2CC(OC(C2O)C)OC3=CC4=CC5=C(C(=O)C(C(C5)C(C(=O)C(C(C)O)O)OC)OC6CC(C(C(O6)C)O)OC7CC(C(C(O7)C)O)OC8CC(C(C(O8)C)O)(C)O)C(=C4C(=C3C)O)O)O)O. Drug 2: CC(C)CN1C=NC2=C1C3=CC=CC=C3N=C2N. Cell line: COLO 205. Synergy scores: CSS=60.0, Synergy_ZIP=1.47, Synergy_Bliss=1.18, Synergy_Loewe=0.761, Synergy_HSA=-1.09. (7) Drug 1: CC1C(C(=O)NC(C(=O)N2CCCC2C(=O)N(CC(=O)N(C(C(=O)O1)C(C)C)C)C)C(C)C)NC(=O)C3=C4C(=C(C=C3)C)OC5=C(C(=O)C(=C(C5=N4)C(=O)NC6C(OC(=O)C(N(C(=O)CN(C(=O)C7CCCN7C(=O)C(NC6=O)C(C)C)C)C)C(C)C)C)N)C. Drug 2: CC=C1C(=O)NC(C(=O)OC2CC(=O)NC(C(=O)NC(CSSCCC=C2)C(=O)N1)C(C)C)C(C)C. Cell line: LOX IMVI. Synergy scores: CSS=35.2, Synergy_ZIP=-0.699, Synergy_Bliss=-1.84, Synergy_Loewe=-13.7, Synergy_HSA=-3.54.